From a dataset of Experimentally validated miRNA-target interactions with 360,000+ pairs, plus equal number of negative samples. Binary Classification. Given a miRNA mature sequence and a target amino acid sequence, predict their likelihood of interaction. (1) The miRNA is hsa-miR-6776-5p with sequence UCUGGGUGCAGUGGGGGUU. The protein sequence of the target gene is MLLGQLSTLLCLLSGALPTGSGRPEPQSPRPQSWAAANQTWALGPGALPPLVPASALGSWKAFLGLQKARQLGMGRLQRGQDEVAAVTLPLNPQEVIQGMCKAVPFVQVFSRPGCSAIRLRNHLCFGHCSSLYIPGSDPTPLVLCNSCMPARKRWAPVVLWCLTGSSASRRRVKISTMLIEGCHCSPKA. Result: 1 (interaction). (2) The miRNA is hsa-miR-17-3p with sequence ACUGCAGUGAAGGCACUUGUAG. The protein sequence of the target gene is MMETERLVLPPPDPLDLPLRAVELGCTGHWELLNLPGAPESSLPHGLPPCAPDLQQEAEQLFLSSPAWLPLHGVEHSARKWQRKTDPWSLLAVLGAPVPSDLQAQRHPTTGQILGYKEVLLENTNLSATTSLSLRRPPGPASQSLWGNPTQYPFWPGGMDEPTITDLNTREEAEEEIDFEKDLLTIPPGFKKGMDFAPKDCPTPAPGLLSLSCMLEPLDLGGGDEDENEAVGQPGGPRGDTVSASPCSAPLARASSLEDLVLKEASTAVSTPEAPEPPSQEQWAIPVDATSPVGDFYRLI.... Result: 0 (no interaction). (3) The miRNA is hsa-miR-129-2-3p with sequence AAGCCCUUACCCCAAAAAGCAU. The protein sequence of the target gene is MVPHLLLLCLLPLVRATEPHEGRADEQSAEAALAVPNASHFFSWNNYTFSDWQNFVGRRRYGAESQNPTVKALLIVAYSFIIVFSLFGNVLVCHVIFKNQRMHSATSLFIVNLAVADIMITLLNTPFTLVRFVNSTWIFGKGMCHVSRFAQYCSLHVSALTLTAIAVDRHQVIMHPLKPRISITKGVIYIAVIWTMATFFSLPHAICQKLFTFKYSEDIVRSLCLPDFPEPADLFWKYLDLATFILLYILPLLIISVAYARVAKKLWLCNMIGDVTTEQYFALRRKKKKTIKMLMLVVVL.... Result: 0 (no interaction). (4) The miRNA is hsa-miR-4316 with sequence GGUGAGGCUAGCUGGUG. The protein sequence of the target gene is MATANSIIVLDDDDEDEAAAQPGPSHPLPNAASPGAEAPSSSEPHGARGSSSSGGKKCYKLENEKLFEEFLELCKMQTADHPEVVPFLYNRQQRAHSLFLASAEFCNILSRVLSRARSRPAKLYVYINELCTVLKAHSAKKKLNLAPAATTSNEPSGNNPPTHLSLDPTNAENTASQSPRTRGSRRQIQRLEQLLALYVAEIRRLQEKELDLSELDDPDSAYLQEARLKRKLIRLFGRLCELKDCSSLTGRVIEQRIPYRGTRYPEVNRRIERLINKPGPDTFPDYGDVLRAVEKAAARH.... Result: 0 (no interaction).